This data is from Catalyst prediction with 721,799 reactions and 888 catalyst types from USPTO. The task is: Predict which catalyst facilitates the given reaction. (1) Reactant: CCN(C(C)C)C(C)C.[C:10]1([N:16]2[CH:20]=[C:19]([C:21]([NH:23][CH2:24][C:25]([OH:27])=O)=[O:22])[N:18]=[CH:17]2)[CH:15]=[CH:14][CH:13]=[CH:12][CH:11]=1.C1(N2C=C(C(O)=O)N=C2)C=CC=CC=1.C1C=CC2N(O)N=NC=2C=1.CCN=C=NCCCN(C)C.Cl.[Cl:64][C:65]1[CH:75]=[CH:74][CH:73]=[CH:72][C:66]=1[O:67][CH:68]1[CH2:71][NH:70][CH2:69]1.Cl.FC(F)(F)C1C=C(C=CC=1)OC1CNC1. Product: [Cl:64][C:65]1[CH:75]=[CH:74][CH:73]=[CH:72][C:66]=1[O:67][CH:68]1[CH2:71][N:70]([C:25](=[O:27])[CH2:24][NH:23][C:21]([C:19]2[N:18]=[CH:17][N:16]([C:10]3[CH:11]=[CH:12][CH:13]=[CH:14][CH:15]=3)[CH:20]=2)=[O:22])[CH2:69]1. The catalyst class is: 3. (2) Reactant: [Cl:1][C:2]1[CH:3]=[N+:4]([O-:27])[CH:5]=[C:6]([Cl:26])[C:7]=1[CH2:8][C@@H:9]([C:11]1[CH:16]=[CH:15][C:14]([O:17][CH:18]([F:20])[F:19])=[C:13]([O:21][CH2:22][CH:23]2[CH2:25][CH2:24]2)[CH:12]=1)[OH:10].[C:28]([O:32][C:33]([NH:35][C:36]1[CH:44]=[C:43]2[C:39]([CH2:40][N:41]([CH2:46][C:47](O)=[O:48])[C:42]2=[O:45])=[CH:38][CH:37]=1)=[O:34])([CH3:31])([CH3:30])[CH3:29].C(Cl)CCl. Product: [C:28]([O:32][C:33]([NH:35][C:36]1[CH:44]=[C:43]2[C:39]([CH2:40][N:41]([CH2:46][C:47]([O:10][C@H:9]([C:11]3[CH:16]=[CH:15][C:14]([O:17][CH:18]([F:20])[F:19])=[C:13]([O:21][CH2:22][CH:23]4[CH2:25][CH2:24]4)[CH:12]=3)[CH2:8][C:7]3[C:6]([Cl:26])=[CH:5][N+:4]([O-:27])=[CH:3][C:2]=3[Cl:1])=[O:48])[C:42]2=[O:45])=[CH:38][CH:37]=1)=[O:34])([CH3:31])([CH3:30])[CH3:29]. The catalyst class is: 792. (3) Reactant: [Cl:1][C:2]1[C:10]2[C:5](=[CH:6][CH:7]=[C:8]([NH2:11])[CH:9]=2)[NH:4][N:3]=1.[Cl:12][C:13]1[CH:18]=[CH:17][C:16]([CH:19]2[CH2:24][C:23](=[O:25])[NH:22][C:21]([CH3:26])=[C:20]2[C:27](O)=[O:28])=[CH:15][C:14]=1[O:30][CH3:31].C(Cl)CCl.CCN(CC)CC. Product: [Cl:1][C:2]1[C:10]2[C:5](=[CH:6][CH:7]=[C:8]([NH:11][C:27]([C:20]3[CH:19]([C:16]4[CH:17]=[CH:18][C:13]([Cl:12])=[C:14]([O:30][CH3:31])[CH:15]=4)[CH2:24][C:23](=[O:25])[NH:22][C:21]=3[CH3:26])=[O:28])[CH:9]=2)[NH:4][N:3]=1. The catalyst class is: 861. (4) Reactant: [O:1]1[C:6]2([CH2:11][CH2:10][O:9][CH2:8][CH2:7]2)[O:5][CH2:4][CH:3]([CH2:12][OH:13])[CH2:2]1.[H-].[Na+].Cl[C:17]1[CH:22]=[CH:21][N+:20]([O-:23])=[C:19]([CH3:24])[C:18]=1[CH3:25]. Product: [CH3:24][C:19]1[C:18]([CH3:25])=[C:17]([O:13][CH2:12][CH:3]2[CH2:4][O:5][C:6]3([CH2:7][CH2:8][O:9][CH2:10][CH2:11]3)[O:1][CH2:2]2)[CH:22]=[CH:21][N+:20]=1[O-:23]. The catalyst class is: 16.